This data is from Catalyst prediction with 721,799 reactions and 888 catalyst types from USPTO. The task is: Predict which catalyst facilitates the given reaction. (1) Reactant: C[O:2][C:3]([C:5]1([NH:9][S:10]([C:13]2[CH:18]=[CH:17][CH:16]=[CH:15][C:14]=2[N+:19]([O-:21])=[O:20])(=[O:12])=[O:11])[CH2:8][CH2:7][CH2:6]1)=[O:4].[CH2:22]1COCC1.CO.O[Li].O. Product: [CH3:22][CH:6]1[CH2:7][CH2:8][C:5]1([NH:9][S:10]([C:13]1[CH:18]=[CH:17][CH:16]=[CH:15][C:14]=1[N+:19]([O-:21])=[O:20])(=[O:12])=[O:11])[C:3]([OH:2])=[O:4]. The catalyst class is: 6. (2) Reactant: [CH3:1][O:2][C:3]1[CH:8]=[CH:7][C:6]([C:9]2[N:10]=[C:11]([CH:27]3[CH2:32][CH2:31][NH:30][CH2:29][CH2:28]3)[N:12]([CH2:22][C:23]([O:25][CH3:26])=[O:24])[C:13]=2[C:14]2[CH:19]=[CH:18][C:17]([O:20][CH3:21])=[CH:16][CH:15]=2)=[CH:5][CH:4]=1.ClC(Cl)(O[C:37](=[O:43])OC(Cl)(Cl)Cl)Cl.C(N(CC)CC)C.Cl.[CH3:53][NH:54][OH:55]. Product: [CH3:1][O:2][C:3]1[CH:4]=[CH:5][C:6]([C:9]2[N:10]=[C:11]([CH:27]3[CH2:28][CH2:29][N:30]([C:37](=[O:43])[N:54]([OH:55])[CH3:53])[CH2:31][CH2:32]3)[N:12]([CH2:22][C:23]([O:25][CH3:26])=[O:24])[C:13]=2[C:14]2[CH:15]=[CH:16][C:17]([O:20][CH3:21])=[CH:18][CH:19]=2)=[CH:7][CH:8]=1. The catalyst class is: 46. (3) Product: [CH:16]1([C:9]2[C:10]3[C:15](=[CH:14][CH:13]=[CH:12][CH:11]=3)[C:6]([N:5]=[C:1]=[S:2])=[CH:7][CH:8]=2)[CH2:18][CH2:17]1. Reactant: [C:1](Cl)(Cl)=[S:2].[NH2:5][C:6]1[C:15]2[C:10](=[CH:11][CH:12]=[CH:13][CH:14]=2)[C:9]([CH:16]2[CH2:18][CH2:17]2)=[CH:8][CH:7]=1.C(N(C(C)C)CC)(C)C.Cl. The catalyst class is: 46. (4) Reactant: [CH2:1]([O:8][C:9](=[O:22])[NH:10][C:11]([CH3:21])([CH3:20])[CH2:12][C:13]1[CH:18]=[CH:17][C:16]([OH:19])=[CH:15][CH:14]=1)[C:2]1[CH:7]=[CH:6][CH:5]=[CH:4][CH:3]=1.[CH2:23](I)[CH3:24].C(=O)([O-])[O-].[K+].[K+]. Product: [CH2:1]([O:8][C:9](=[O:22])[NH:10][C:11]([CH3:20])([CH3:21])[CH2:12][C:13]1[CH:18]=[CH:17][C:16]([O:19][CH2:23][CH3:24])=[CH:15][CH:14]=1)[C:2]1[CH:7]=[CH:6][CH:5]=[CH:4][CH:3]=1. The catalyst class is: 13. (5) Reactant: C(O)(C(F)(F)F)=O.[C:8]([N:12]1[C:16](=[O:17])[C:15]([NH:18][CH:19]2[CH2:24][CH2:23][N:22](C(OC(C)(C)C)=O)[CH2:21][CH2:20]2)=[C:14]([C:32]2[CH:37]=[CH:36][CH:35]=[CH:34][CH:33]=2)[S:13]1(=[O:39])=[O:38])([CH3:11])([CH3:10])[CH3:9].C([O-])(O)=O.[Na+]. Product: [C:8]([N:12]1[C:16](=[O:17])[C:15]([NH:18][CH:19]2[CH2:24][CH2:23][NH:22][CH2:21][CH2:20]2)=[C:14]([C:32]2[CH:33]=[CH:34][CH:35]=[CH:36][CH:37]=2)[S:13]1(=[O:39])=[O:38])([CH3:11])([CH3:9])[CH3:10]. The catalyst class is: 2.